This data is from Full USPTO retrosynthesis dataset with 1.9M reactions from patents (1976-2016). The task is: Predict the reactants needed to synthesize the given product. (1) Given the product [F:24][C:3]1[C:2]([C:34]#[C:33][C@@:31]([OH:35])([C:28]2[CH:27]=[C:26]([CH3:25])[O:30][N:29]=2)[CH3:32])=[CH:23][C:6]2[C:7]3[N:8]([C:13]([C:19]([F:20])([F:22])[F:21])=[C:14]([C:16]([NH2:18])=[O:17])[N:15]=3)[CH:9]3[CH2:12][CH:11]([C:5]=2[CH:4]=1)[CH2:10]3, predict the reactants needed to synthesize it. The reactants are: Br[C:2]1[C:3]([F:24])=[CH:4][C:5]2[CH:11]3[CH2:12][CH:9]([CH2:10]3)[N:8]3[C:13]([C:19]([F:22])([F:21])[F:20])=[C:14]([C:16]([NH2:18])=[O:17])[N:15]=[C:7]3[C:6]=2[CH:23]=1.[CH3:25][C:26]1[O:30][N:29]=[C:28]([C@:31]([OH:35])([C:33]#[CH:34])[CH3:32])[CH:27]=1. (2) Given the product [NH2:18][CH2:14][C:13]1([OH:15])[CH2:16][CH2:17][N:10]([C:8]([C:5]2[CH:6]=[CH:7][C:2]([F:1])=[CH:3][CH:4]=2)=[O:9])[CH2:11][CH2:12]1, predict the reactants needed to synthesize it. The reactants are: [F:1][C:2]1[CH:7]=[CH:6][C:5]([C:8]([N:10]2[CH2:17][CH2:16][C:13]3([O:15][CH2:14]3)[CH2:12][CH2:11]2)=[O:9])=[CH:4][CH:3]=1.[NH3:18]. (3) Given the product [Cl:1][C:2]1[CH:7]=[C:6]2[NH:8][C:9](=[O:32])[C@@:10]3([C@H:14]([CH2:15][C:16]([C:19]#[N:20])([CH3:18])[CH3:17])[NH:13][C@@H:12]([C:21]([NH:66][C:67]4[CH:68]=[CH:69][C:70]([C:71]([O:73][CH3:74])=[O:72])=[CH:75][CH:76]=4)=[O:23])[C@@H:11]3[C:24]3[CH:29]=[CH:28][CH:27]=[C:26]([Cl:30])[C:25]=3[F:31])[C:5]2=[CH:4][CH:3]=1, predict the reactants needed to synthesize it. The reactants are: [Cl:1][C:2]1[CH:7]=[C:6]2[NH:8][C:9](=[O:32])[C@@:10]3([C@H:14]([CH2:15][C:16]([C:19]#[N:20])([CH3:18])[CH3:17])[NH:13][C@@H:12]([C:21]([OH:23])=O)[C@@H:11]3[C:24]3[CH:29]=[CH:28][CH:27]=[C:26]([Cl:30])[C:25]=3[F:31])[C:5]2=[CH:4][CH:3]=1.CN(C(ON1N=NC2C=CC=NC1=2)=[N+](C)C)C.F[P-](F)(F)(F)(F)F.CCN(C(C)C)C(C)C.[NH2:66][C:67]1[CH:76]=[CH:75][C:70]([C:71]([O:73][CH3:74])=[O:72])=[CH:69][CH:68]=1. (4) Given the product [C:26]([O:25][CH:19]([C:8]1[C:7]([CH3:30])=[CH:6][C:5]2[C:10](=[CH:11][C:2]([C:32]#[C:31][C:33]3[N:37]([CH3:38])[CH:36]=[N:35][CH:34]=3)=[CH:3][CH:4]=2)[C:9]=1[C:12]1[CH:13]=[CH:14][C:15]([Cl:18])=[CH:16][CH:17]=1)[C:20]([OH:22])=[O:21])([CH3:28])([CH3:29])[CH3:27], predict the reactants needed to synthesize it. The reactants are: Br[C:2]1[CH:11]=[C:10]2[C:5]([CH:6]=[C:7]([CH3:30])[C:8]([CH:19]([O:25][C:26]([CH3:29])([CH3:28])[CH3:27])[C:20]([O:22]CC)=[O:21])=[C:9]2[C:12]2[CH:17]=[CH:16][C:15]([Cl:18])=[CH:14][CH:13]=2)=[CH:4][CH:3]=1.[C:31]([C:33]1[N:37]([CH3:38])[CH:36]=[N:35][CH:34]=1)#[CH:32]. (5) Given the product [Cl:39][C:36]1[CH:37]=[C:38]2[NH:8][C:9](=[O:40])[C:10]3([CH:15]([C:16]4[CH:21]=[CH:20][CH:19]=[C:18]([Cl:22])[CH:17]=4)[CH2:14][C:13](=[O:23])[N:12]([CH2:24][CH3:25])[CH:11]3[C:26]3[CH:31]=[CH:30][CH:29]=[CH:28][C:27]=3[CH3:32])[C:33]2=[CH:34][CH:35]=1, predict the reactants needed to synthesize it. The reactants are: C(OC([N:8]1[C:38]2[C:33](=[CH:34][CH:35]=[C:36]([Cl:39])[CH:37]=2)[C:10]2([CH:15]([C:16]3[CH:21]=[CH:20][CH:19]=[C:18]([Cl:22])[CH:17]=3)[CH2:14][C:13](=[O:23])[N:12]([CH2:24][CH3:25])[CH:11]2[C:26]2[CH:31]=[CH:30][CH:29]=[CH:28][C:27]=2[CH3:32])[C:9]1=[O:40])=O)(C)(C)C.FC(F)(F)C(O)=O. (6) The reactants are: Br[C:2]1[C:10]2[N:9]=[C:8]([CH3:11])[N:7]([CH2:12][C:13]3[CH:18]=[CH:17][CH:16]=[C:15]([Cl:19])[C:14]=3[Cl:20])[C:6]=2[CH:5]=[C:4]([N:21]2[CH2:26][CH2:25][O:24][CH2:23][CH2:22]2)[CH:3]=1.[NH:27]1[C:31](B(O)O)=[CH:30][CH:29]=[N:28]1.C([O-])([O-])=O.[Cs+].[Cs+].P(C(C)(C)C)(C(C)(C)C)C(C)(C)C. Given the product [Cl:20][C:14]1[C:15]([Cl:19])=[CH:16][CH:17]=[CH:18][C:13]=1[CH2:12][N:7]1[C:6]2[CH:5]=[C:4]([N:21]3[CH2:26][CH2:25][O:24][CH2:23][CH2:22]3)[CH:3]=[C:2]([C:29]3[NH:28][N:27]=[CH:31][CH:30]=3)[C:10]=2[N:9]=[C:8]1[CH3:11], predict the reactants needed to synthesize it. (7) Given the product [Cl:1][C:2]1[N:3]=[C:4]([O:8][C@@H:9]([C:11]2[CH:12]=[C:13]([CH:14]=[CH:15][CH:16]=2)[NH2:17])[CH3:10])[CH:5]=[N:6][CH:7]=1, predict the reactants needed to synthesize it. The reactants are: [Cl:1][C:2]1[CH:7]=[N:6][CH:5]=[C:4]([O:8][C@@H:9]([C:11]2[CH:16]=[CH:15][CH:14]=[C:13]([N+:17]([O-])=O)[CH:12]=2)[CH3:10])[N:3]=1.[Cl-].[NH4+].[In]. (8) The reactants are: CO[C:3](=[O:25])[C:4]1[CH:9]=[CH:8][C:7]([NH:10][CH2:11][C:12]2[C:13]([C:18]3[CH:23]=[CH:22][C:21]([F:24])=[CH:20][CH:19]=3)=[N:14][O:15][C:16]=2[CH3:17])=[N:6][CH:5]=1.[NH2:26][CH:27]1[CH2:32][CH2:31][O:30][CH2:29][CH2:28]1. Given the product [F:24][C:21]1[CH:22]=[CH:23][C:18]([C:13]2[C:12]([CH2:11][NH:10][C:7]3[CH:8]=[CH:9][C:4]([C:3]([NH:26][CH:27]4[CH2:32][CH2:31][O:30][CH2:29][CH2:28]4)=[O:25])=[CH:5][N:6]=3)=[C:16]([CH3:17])[O:15][N:14]=2)=[CH:19][CH:20]=1, predict the reactants needed to synthesize it.